This data is from Full USPTO retrosynthesis dataset with 1.9M reactions from patents (1976-2016). The task is: Predict the reactants needed to synthesize the given product. Given the product [CH3:1][N:2]([CH3:3])[S:5]([C:8]1[CH:9]=[CH:10][C:11]([OH:18])=[C:12]([CH:17]=1)[C:13]([O:15][CH3:16])=[O:14])(=[O:7])=[O:6], predict the reactants needed to synthesize it. The reactants are: [CH3:1][NH:2][CH3:3].Cl[S:5]([C:8]1[CH:9]=[CH:10][C:11]([OH:18])=[C:12]([CH:17]=1)[C:13]([O:15][CH3:16])=[O:14])(=[O:7])=[O:6].